From a dataset of Reaction yield outcomes from USPTO patents with 853,638 reactions. Predict the reaction yield, written as a fraction of the theoretical maximum amount of product (1.0 means a 100% yield; for example, 0.34 means a 34% yield). (1) The reactants are [CH2:1]([C:18]([N+:31]([O-:33])=[O:32])([CH2:25][CH2:26][C:27]([O:29]C)=[O:28])[CH2:19][CH2:20][C:21]([O:23]C)=[O:22])[CH2:2][CH2:3][CH2:4][CH2:5][CH2:6][CH2:7][CH2:8][CH2:9][CH2:10][CH2:11][CH2:12][CH2:13][CH2:14][CH2:15][CH2:16][CH3:17].[Li+].[OH-].Cl. The catalyst is COCCOC. The product is [CH2:1]([C:18]([N+:31]([O-:33])=[O:32])([CH2:19][CH2:20][C:21]([OH:23])=[O:22])[CH2:25][CH2:26][C:27]([OH:29])=[O:28])[CH2:2][CH2:3][CH2:4][CH2:5][CH2:6][CH2:7][CH2:8][CH2:9][CH2:10][CH2:11][CH2:12][CH2:13][CH2:14][CH2:15][CH2:16][CH3:17]. The yield is 0.900. (2) The reactants are Br[C:2]1[CH:3]=[C:4]([C:8]2[N:9]=[C:10]([CH2:13][N:14]3[CH:18]=[C:17]([C:19]([O:21][CH2:22][CH3:23])=[O:20])[CH:16]=[N:15]3)[S:11][CH:12]=2)[CH:5]=[CH:6][CH:7]=1.C1(/C=C/B(O)O)C=CC=CC=1.C(=O)([O-])[O-].[K+].[K+].C(COC)OC. The catalyst is C1C=CC([P]([Pd]([P](C2C=CC=CC=2)(C2C=CC=CC=2)C2C=CC=CC=2)([P](C2C=CC=CC=2)(C2C=CC=CC=2)C2C=CC=CC=2)[P](C2C=CC=CC=2)(C2C=CC=CC=2)C2C=CC=CC=2)(C2C=CC=CC=2)C2C=CC=CC=2)=CC=1.O. The product is [C:4]1([C:8]2[N:9]=[C:10]([CH2:13][N:14]3[CH:18]=[C:17]([C:19]([O:21][CH2:22][CH3:23])=[O:20])[CH:16]=[N:15]3)[S:11][CH:12]=2)[CH:5]=[CH:6][CH:7]=[CH:2][CH:3]=1. The yield is 0.120. (3) The reactants are [C:1]([O:5][C:6]([N:8]1[CH2:12][C@H:11]([F:13])[CH2:10][C@H:9]1[C:14]([OH:16])=O)=[O:7])([CH3:4])([CH3:3])[CH3:2].CN(C(ON1N=NC2C=CC=NC1=2)=[N+](C)C)C.F[P-](F)(F)(F)(F)F.CCN(C(C)C)C(C)C.Cl.[F:51][CH:52]([F:69])[O:53][C:54]1[CH:59]=[CH:58][C:57]([C:60]2[C:65]([F:66])=[CH:64][N:63]=[C:62]([CH2:67][NH2:68])[CH:61]=2)=[CH:56][CH:55]=1. The catalyst is CN(C)C=O.O. The product is [F:69][CH:52]([F:51])[O:53][C:54]1[CH:55]=[CH:56][C:57]([C:60]2[C:65]([F:66])=[CH:64][N:63]=[C:62]([CH2:67][NH:68][C:14]([C@@H:9]3[CH2:10][C@@H:11]([F:13])[CH2:12][N:8]3[C:6]([O:5][C:1]([CH3:2])([CH3:3])[CH3:4])=[O:7])=[O:16])[CH:61]=2)=[CH:58][CH:59]=1. The yield is 0.550. (4) The reactants are [CH3:1][O:2][C:3]1[CH:4]=[C:5]([CH:29]=[CH:30][C:31]=1[O:32][CH2:33][C:34]1[CH:35]=[N:36][C:37]([O:40][CH3:41])=[CH:38][CH:39]=1)[CH2:6][N:7]1[C:11]2[CH:12]=[CH:13][C:14]([CH:16]3[CH2:21][CH2:20][N:19](C(OC(C)(C)C)=O)[CH2:18][CH2:17]3)=[CH:15][C:10]=2[N:9]=[CH:8]1.FC(F)(F)C(O)=O.[OH-].[Na+]. The catalyst is ClCCl. The product is [CH3:1][O:2][C:3]1[CH:4]=[C:5]([CH:29]=[CH:30][C:31]=1[O:32][CH2:33][C:34]1[CH:35]=[N:36][C:37]([O:40][CH3:41])=[CH:38][CH:39]=1)[CH2:6][N:7]1[C:11]2[CH:12]=[CH:13][C:14]([CH:16]3[CH2:21][CH2:20][NH:19][CH2:18][CH2:17]3)=[CH:15][C:10]=2[N:9]=[CH:8]1. The yield is 0.0800. (5) The reactants are [CH2:1]([O:8][N:9]1[C:15](=[O:16])[N:14]2[CH2:17][C@H:10]1[CH2:11][CH2:12][C@H:13]2[C:18]([OH:20])=O)[C:2]1[CH:7]=[CH:6][CH:5]=[CH:4][CH:3]=1.[NH2:21][O:22][C@@H:23]1[CH2:27][CH2:26][N:25]([C:28]([O:30][C:31]([CH3:34])([CH3:33])[CH3:32])=[O:29])[CH2:24]1. No catalyst specified. The product is [CH2:1]([O:8][N:9]1[C:15](=[O:16])[N:14]2[CH2:17][C@H:10]1[CH2:11][CH2:12][C@H:13]2[C:18]([NH:21][O:22][C@@H:23]1[CH2:27][CH2:26][N:25]([C:28]([O:30][C:31]([CH3:34])([CH3:33])[CH3:32])=[O:29])[CH2:24]1)=[O:20])[C:2]1[CH:3]=[CH:4][CH:5]=[CH:6][CH:7]=1. The yield is 0.983. (6) The reactants are [Cl:1][C:2]1[CH:7]=[CH:6][C:5]([C:8]2[N:13]=[C:12]([C:14](O)=[O:15])[CH:11]=[CH:10][C:9]=2[C:17]2[C:22]([O:23][CH3:24])=[CH:21][CH:20]=[CH:19][C:18]=2[O:25][CH3:26])=[CH:4][C:3]=1[O:27][CH2:28][CH2:29][CH2:30][N:31]([CH3:33])[CH3:32].[NH2:34][C:35]1([C:44]([OH:46])=[O:45])[CH:40]2[CH2:41][CH2:42][CH2:43][CH:36]1[CH2:37][CH2:38][CH2:39]2. No catalyst specified. The product is [ClH:1].[Cl:1][C:2]1[CH:7]=[CH:6][C:5]([C:8]2[N:13]=[C:12]([C:14]([NH:34][C:35]3([C:44]([OH:46])=[O:45])[CH:40]4[CH2:41][CH2:42][CH2:43][CH:36]3[CH2:37][CH2:38][CH2:39]4)=[O:15])[CH:11]=[CH:10][C:9]=2[C:17]2[C:22]([O:23][CH3:24])=[CH:21][CH:20]=[CH:19][C:18]=2[O:25][CH3:26])=[CH:4][C:3]=1[O:27][CH2:28][CH2:29][CH2:30][N:31]([CH3:33])[CH3:32]. The yield is 0.410. (7) The reactants are [Br:1][C:2]1[CH:11]=[C:10]2[C:5]([N:6]=[CH:7][C:8]([NH:12][NH2:13])=[N:9]2)=[CH:4][CH:3]=1.[C:14](O)(=O)[CH3:15]. No catalyst specified. The product is [Br:1][C:2]1[CH:11]=[C:10]2[C:5]([N:6]=[CH:7][C:8]3[N:9]2[C:14]([CH3:15])=[N:13][N:12]=3)=[CH:4][CH:3]=1. The yield is 0.900. (8) The reactants are [Na+].[C:2]([C:5]1[N:6]=[C:7]([N:10]2[CH2:13][CH:12]([S:14][C:15]3[C@H:16]([CH3:29])[C@@H:17]4[C@@H:24]([C@H:25]([OH:27])[CH3:26])[C:23](=[O:28])[N:18]4[C:19]=3[C:20]([O-:22])=[O:21])[CH2:11]2)[S:8][CH:9]=1)(=[O:4])[NH2:3].[C:30]([O:36][CH2:37]I)(=[O:35])[C:31]([CH3:34])([CH3:33])[CH3:32].C(OCC)(=O)C. The catalyst is CC(N(C)C)=O. The product is [C:2]([C:5]1[N:6]=[C:7]([N:10]2[CH2:13][CH:12]([S:14][C:15]3[C@H:16]([CH3:29])[C@@H:17]4[C@@H:24]([C@H:25]([OH:27])[CH3:26])[C:23](=[O:28])[N:18]4[C:19]=3[C:20]([O:22][CH2:37][O:36][C:30](=[O:35])[C:31]([CH3:34])([CH3:33])[CH3:32])=[O:21])[CH2:11]2)[S:8][CH:9]=1)(=[O:4])[NH2:3]. The yield is 0.930.